Dataset: Full USPTO retrosynthesis dataset with 1.9M reactions from patents (1976-2016). Task: Predict the reactants needed to synthesize the given product. (1) Given the product [CH3:15][O:12][C:9]1[CH:5]=[CH:4][CH:3]=[CH:2][C:19]=1[C:18]#[N:20], predict the reactants needed to synthesize it. The reactants are: S1[CH:5]=[CH:4][C:3](B(O)O)=[CH:2]1.[C:9]([O-:12])([O-])=O.[Na+].[Na+].[CH2:15](Cl)Cl.[C:18](#[N:20])[CH3:19]. (2) Given the product [F:15][C:16]1[CH:17]=[C:18]([NH:24][CH2:10][CH2:9][C:6]2[CH:7]=[CH:8][C:3]([C:2]([F:14])([F:13])[F:1])=[CH:4][CH:5]=2)[CH:19]=[CH:20][C:21]=1[O:22][CH3:23], predict the reactants needed to synthesize it. The reactants are: [F:1][C:2]([F:14])([F:13])[C:3]1[CH:8]=[CH:7][C:6]([CH2:9][C:10](O)=O)=[CH:5][CH:4]=1.[F:15][C:16]1[CH:17]=[C:18]([NH2:24])[CH:19]=[CH:20][C:21]=1[O:22][CH3:23]. (3) Given the product [ClH:37].[NH2:8][C:9]([CH3:34])([CH3:33])[C@H:10]([NH:15][C:16](=[O:32])[C:17]1[CH:22]=[CH:21][C:20]([C:23]#[C:24][C:25]#[C:26][CH2:27][C@H:28]([OH:31])[CH2:29][OH:30])=[CH:19][CH:18]=1)[C:11]([O:13][CH3:14])=[O:12], predict the reactants needed to synthesize it. The reactants are: C(OC([NH:8][C:9]([CH3:34])([CH3:33])[C@H:10]([NH:15][C:16](=[O:32])[C:17]1[CH:22]=[CH:21][C:20]([C:23]#[C:24][C:25]#[C:26][CH2:27][C@H:28]([OH:31])[CH2:29][OH:30])=[CH:19][CH:18]=1)[C:11]([O:13][CH3:14])=[O:12])=O)(C)(C)C.CO.[ClH:37].